Dataset: NCI-60 drug combinations with 297,098 pairs across 59 cell lines. Task: Regression. Given two drug SMILES strings and cell line genomic features, predict the synergy score measuring deviation from expected non-interaction effect. Drug 1: C1=CC(=C2C(=C1NCCNCCO)C(=O)C3=C(C=CC(=C3C2=O)O)O)NCCNCCO. Drug 2: B(C(CC(C)C)NC(=O)C(CC1=CC=CC=C1)NC(=O)C2=NC=CN=C2)(O)O. Cell line: SK-MEL-28. Synergy scores: CSS=32.7, Synergy_ZIP=1.17, Synergy_Bliss=-3.85, Synergy_Loewe=-6.67, Synergy_HSA=-6.33.